Dataset: Forward reaction prediction with 1.9M reactions from USPTO patents (1976-2016). Task: Predict the product of the given reaction. Given the reactants C[C@@H](N)C1C=CC=CC=1.C[C@@H](N)C1C=CC=CC=1.[N+:19]([CH2:22][C@:23]1([CH2:30][C:31]([OH:33])=[O:32])[CH2:29][C@@H:28]2[C@H:24]1[CH2:25][CH2:26][CH2:27]2)([O-:21])=[O:20].Cl, predict the reaction product. The product is: [N+:19]([CH2:22][C@:23]1([CH2:30][C:31]([OH:33])=[O:32])[CH2:29][C@@H:28]2[C@H:24]1[CH2:25][CH2:26][CH2:27]2)([O-:21])=[O:20].